From a dataset of Reaction yield outcomes from USPTO patents with 853,638 reactions. Predict the reaction yield, written as a fraction of the theoretical maximum amount of product (1.0 means a 100% yield; for example, 0.34 means a 34% yield). (1) The reactants are [CH2:1]([CH:8]([CH:13]=O)[C:9]([O:11]C)=O)[C:2]1[CH:7]=[CH:6][CH:5]=[CH:4][CH:3]=1.[CH2:15]([O:22][CH2:23][CH2:24][CH2:25][N:26]([CH:38]1[CH2:42][CH2:41][CH2:40][CH2:39]1)[S:27]([C:30]1[CH:31]=[N:32][C:33]([NH:36][NH2:37])=[CH:34][CH:35]=1)(=[O:29])=[O:28])[C:16]1[CH:21]=[CH:20][CH:19]=[CH:18][CH:17]=1. No catalyst specified. The product is [CH2:1]([C:8]1[C:9](=[O:11])[N:36]([C:33]2[N:32]=[CH:31][C:30]([S:27]([N:26]([CH2:25][CH2:24][CH2:23][O:22][CH2:15][C:16]3[CH:17]=[CH:18][CH:19]=[CH:20][CH:21]=3)[CH:38]3[CH2:42][CH2:41][CH2:40][CH2:39]3)(=[O:29])=[O:28])=[CH:35][CH:34]=2)[NH:37][CH:13]=1)[C:2]1[CH:3]=[CH:4][CH:5]=[CH:6][CH:7]=1. The yield is 0.550. (2) The reactants are [N-:1]=[N+:2]=[N-:3].[Na+].[CH3:5][O:6][C:7]([C:9]1[CH:10]=[C:11]([C:22]2[CH:27]=[CH:26][C:25]([CH3:28])=[CH:24][CH:23]=2)[CH:12]=[C:13](/[N:15]=[C:16](\Cl)/[C:17]([F:20])([F:19])[F:18])[CH:14]=1)=[O:8]. The catalyst is C(#N)C. The product is [CH3:5][O:6][C:7]([C:9]1[CH:10]=[C:11]([C:22]2[CH:27]=[CH:26][C:25]([CH3:28])=[CH:24][CH:23]=2)[CH:12]=[C:13]([N:15]2[C:16]([C:17]([F:20])([F:19])[F:18])=[N:3][N:2]=[N:1]2)[CH:14]=1)=[O:8]. The yield is 0.990. (3) The reactants are [F:1][C:2]1[C:35]([F:36])=[CH:34][CH:33]=[CH:32][C:3]=1[CH2:4][NH:5][C:6](=[O:31])[N:7]([C@H:9]([CH2:16][O:17][C:18](=[O:30])[NH:19][C:20]1[N:21]=[CH:22][C:23]2[C:28]([CH:29]=1)=[CH:27][CH:26]=[CH:25][CH:24]=2)[CH2:10][CH2:11][CH2:12][C:13](O)=[O:14])[CH3:8].C(N(CC)CC)C.ClC(OC(C)C)=O.[BH4-].[Na+]. The catalyst is C1COCC1.O. The product is [CH:22]1[C:23]2[C:28](=[CH:27][CH:26]=[CH:25][CH:24]=2)[CH:29]=[C:20]([NH:19][C:18](=[O:30])[O:17][CH2:16][C@@H:9]([N:7]([CH3:8])[C:6]([NH:5][CH2:4][C:3]2[CH:32]=[CH:33][CH:34]=[C:35]([F:36])[C:2]=2[F:1])=[O:31])[CH2:10][CH2:11][CH2:12][CH2:13][OH:14])[N:21]=1. The yield is 0.520.